This data is from Full USPTO retrosynthesis dataset with 1.9M reactions from patents (1976-2016). The task is: Predict the reactants needed to synthesize the given product. (1) Given the product [Cl:14][C:15]1[CH:16]=[C:17]([CH:21]=[CH:22][CH:23]=1)[C:18]([N:12]=[C:10]1[N:9]([CH:25]([CH3:31])[C:26]([OH:28])=[O:27])[C:8]2[CH:13]=[C:4]([O:3][CH2:1][CH3:2])[CH:5]=[CH:6][C:7]=2[S:11]1)=[O:19], predict the reactants needed to synthesize it. The reactants are: [CH2:1]([O:3][C:4]1[CH:5]=[CH:6][C:7]2[S:11][C:10]([NH2:12])=[N:9][C:8]=2[CH:13]=1)[CH3:2].[Cl:14][C:15]1[CH:16]=[C:17]([CH:21]=[CH:22][CH:23]=1)[C:18](Cl)=[O:19].Br[CH:25]([CH3:31])[C:26]([O:28]CC)=[O:27].FC1C2N=C(N)SC=2C=C(F)C=1.C1(C)C=CC(C(Cl)=O)=CC=1.BrCC(OCC)=O. (2) Given the product [F:29]/[C:15](=[CH:16]\[C:17]1[CH:18]=[CH:19][C:20]([C:23]2[N:24]=[CH:25][CH:26]=[CH:27][N:28]=2)=[CH:21][CH:22]=1)/[CH2:14][OH:13], predict the reactants needed to synthesize it. The reactants are: [H-].C([Al+]CC(C)C)C(C)C.C([O:13][C:14](=O)/[C:15](/[F:29])=[CH:16]/[C:17]1[CH:22]=[CH:21][C:20]([C:23]2[N:28]=[CH:27][CH:26]=[CH:25][N:24]=2)=[CH:19][CH:18]=1)C. (3) Given the product [C:1]([CH2:3][NH:4][C:5](=[O:10])[CH2:6][N:7]([CH2:8][CH3:9])[C:38]([C:23]1[CH:24]=[C:25]2[C:20](=[CH:21][CH:22]=1)[N:19]([CH3:18])[C:31]1[CH2:30][CH2:29][CH:28]([CH:32]3[CH2:33][CH2:34][O:35][CH2:36][CH2:37]3)[CH2:27][C:26]2=1)=[O:40])#[N:2], predict the reactants needed to synthesize it. The reactants are: [C:1]([CH2:3][NH:4][C:5](=[O:10])[CH2:6][NH:7][CH2:8][CH3:9])#[N:2].FC(F)(F)C(O)=O.[CH3:18][N:19]1[C:31]2[CH2:30][CH2:29][CH:28]([CH:32]3[CH2:37][CH2:36][O:35][CH2:34][CH2:33]3)[CH2:27][C:26]=2[C:25]2[C:20]1=[CH:21][CH:22]=[C:23]([C:38]([OH:40])=O)[CH:24]=2.CCN(C(C)C)C(C)C.CN(C(ON1N=NC2C=CC=NC1=2)=[N+](C)C)C.F[P-](F)(F)(F)(F)F.